This data is from Catalyst prediction with 721,799 reactions and 888 catalyst types from USPTO. The task is: Predict which catalyst facilitates the given reaction. (1) Reactant: [CH3:1][N:2]1[C:10]2[CH:9]=[C:8]([C:11]3[CH:16]=[CH:15][C:14]([O:17][CH2:18][CH2:19][CH:20]4[CH2:25][CH2:24][NH:23][CH2:22][CH2:21]4)=[C:13]([C:26]([F:29])([F:28])[F:27])[CH:12]=3)[N:7]=[C:6]([C:30]#[N:31])[C:5]=2[N:4]=[N:3]1.[C:32](Cl)(=[O:34])[CH3:33].C(N(C(C)C)C(C)C)C. Product: [C:32]([N:23]1[CH2:22][CH2:21][CH:20]([CH2:19][CH2:18][O:17][C:14]2[CH:15]=[CH:16][C:11]([C:8]3[N:7]=[C:6]([C:30]#[N:31])[C:5]4[N:4]=[N:3][N:2]([CH3:1])[C:10]=4[CH:9]=3)=[CH:12][C:13]=2[C:26]([F:29])([F:28])[F:27])[CH2:25][CH2:24]1)(=[O:34])[CH3:33]. The catalyst class is: 98. (2) Reactant: C([O:5][C:6](=[O:36])[C:7]1[CH:12]=[CH:11][C:10]([CH2:13][CH:14]([C:20]2[CH:25]=[CH:24][C:23]([C:26]3[CH2:31][CH2:30][C@@H:29]([C:32]([CH3:35])([CH3:34])[CH3:33])[CH2:28][CH:27]=3)=[CH:22][CH:21]=2)[C:15]([O:17]CC)=[O:16])=[CH:9][CH:8]=1)(C)(C)C.[OH-].[Li+].OP([O-])(O)=O.[K+]. Product: [C:32]([C@@H:29]1[CH2:30][CH2:31][C:26]([C:23]2[CH:24]=[CH:25][C:20]([CH:14]([C:15]([OH:17])=[O:16])[CH2:13][C:10]3[CH:9]=[CH:8][C:7]([C:6]([OH:36])=[O:5])=[CH:12][CH:11]=3)=[CH:21][CH:22]=2)=[CH:27][CH2:28]1)([CH3:35])([CH3:33])[CH3:34]. The catalyst class is: 87. (3) Reactant: [NH2:1][C@@H:2]([C:6]([OH:8])=[O:7])[C@H:3]([CH3:5])[OH:4].C([O-])(O)=O.[Na+].[CH:14]1([O:20][C:21](N2C=CC=CC2=O)=[O:22])[CH2:19][CH2:18][CH2:17][CH2:16][CH2:15]1. Product: [CH:14]1([O:20][C:21]([NH:1][C@H:2]([C@@H:3]([OH:4])[CH3:5])[C:6]([OH:8])=[O:7])=[O:22])[CH2:19][CH2:18][CH2:17][CH2:16][CH2:15]1. The catalyst class is: 90. (4) Reactant: Br[C:2]1[CH:3]=[C:4]2[C:9](=[CH:10][CH:11]=1)[C:8](=[O:12])[NH:7][C:6](=[O:13])/[C:5]/2=[CH:14]\[NH:15][C:16]1[CH:21]=[CH:20][C:19]([N:22]2[CH2:27][CH2:26][N:25]([CH3:28])[CH2:24][CH2:23]2)=[CH:18][CH:17]=1.[P:29]([O-:36])([O:33][CH2:34][CH3:35])[O:30][CH2:31][CH3:32]. Product: [CH3:28][N:25]1[CH2:24][CH2:23][N:22]([C:19]2[CH:18]=[CH:17][C:16]([NH:15]/[CH:14]=[C:5]3\[C:6](=[O:13])[NH:7][C:8](=[O:12])[C:9]4[C:4]\3=[CH:3][C:2]([P:29](=[O:36])([O:33][CH2:34][CH3:35])[O:30][CH2:31][CH3:32])=[CH:11][CH:10]=4)=[CH:21][CH:20]=2)[CH2:27][CH2:26]1. The catalyst class is: 427.